This data is from Forward reaction prediction with 1.9M reactions from USPTO patents (1976-2016). The task is: Predict the product of the given reaction. (1) Given the reactants [S:1]1[CH:5]=[C:4]([CH:6]([NH:18][C:19]2[CH:24]=[CH:23][CH:22]=[CH:21][CH:20]=2)[C:7]([O:9][C@@H:10]2[CH:15]3[CH2:16][CH2:17][N:12]([CH2:13][CH2:14]3)[CH2:11]2)=[O:8])[C:3]2[CH:25]=[CH:26][CH:27]=[CH:28][C:2]1=2.[Br:29][CH2:30][C:31]([C:33]1[S:34][CH:35]=[CH:36][CH:37]=1)=[O:32], predict the reaction product. The product is: [Br-:29].[S:1]1[CH:5]=[C:4]([CH:6]([NH:18][C:19]2[CH:24]=[CH:23][CH:22]=[CH:21][CH:20]=2)[C:7]([O:9][C@@H:10]2[CH:15]3[CH2:16][CH2:17][N+:12]([CH2:30][C:31](=[O:32])[C:33]4[S:34][CH:35]=[CH:36][CH:37]=4)([CH2:13][CH2:14]3)[CH2:11]2)=[O:8])[C:3]2[CH:25]=[CH:26][CH:27]=[CH:28][C:2]1=2. (2) Given the reactants [Si]([O:8][CH2:9][C@H:10]1[O:14][C@@H:13]([N:15]2[CH:43]=[CH:42][C:19]([NH:20][C:21]([C:36]3[CH:41]=[CH:40][CH:39]=[CH:38][CH:37]=3)([C:30]3[CH:35]=[CH:34][CH:33]=[CH:32][CH:31]=3)[C:22]3[CH:27]=[CH:26][C:25]([O:28][CH3:29])=[CH:24][CH:23]=3)=[N:18][C:16]2=[O:17])[C:12]([F:45])([F:44])[C@@H:11]1[O:46][C:47]([C:62]1[CH:67]=[CH:66][CH:65]=[CH:64][CH:63]=1)([C:56]1[CH:61]=[CH:60][CH:59]=[CH:58][CH:57]=1)[C:48]1[CH:53]=[CH:52][C:51]([O:54][CH3:55])=[CH:50][CH:49]=1)(C(C)(C)C)(C)C.CCCC[N+](CCCC)(CCCC)CCCC.[F-].N#N, predict the reaction product. The product is: [F:45][C:12]1([F:44])[C@H:11]([O:46][C:47]([C:62]2[CH:63]=[CH:64][CH:65]=[CH:66][CH:67]=2)([C:56]2[CH:57]=[CH:58][CH:59]=[CH:60][CH:61]=2)[C:48]2[CH:49]=[CH:50][C:51]([O:54][CH3:55])=[CH:52][CH:53]=2)[C@@H:10]([CH2:9][OH:8])[O:14][C@H:13]1[N:15]1[CH:43]=[CH:42][C:19]([NH:20][C:21]([C:30]2[CH:31]=[CH:32][CH:33]=[CH:34][CH:35]=2)([C:36]2[CH:37]=[CH:38][CH:39]=[CH:40][CH:41]=2)[C:22]2[CH:27]=[CH:26][C:25]([O:28][CH3:29])=[CH:24][CH:23]=2)=[N:18][C:16]1=[O:17]. (3) The product is: [OH:14][N:5]1[C:6]2([CH2:7][CH2:8][N:9]([O:12][CH3:13])[CH2:10][CH2:11]2)[C:2]([OH:1])=[C:3]([C:19]2[C:20]([CH3:27])=[CH:21][C:22]([CH3:26])=[CH:23][C:24]=2[CH3:25])[C:4]1=[O:18]. Given the reactants [OH:1][C:2]1[C:6]2([CH2:11][CH2:10][N:9]([O:12][CH3:13])[CH2:8][CH2:7]2)[N:5]([O:14]COC)[C:4](=[O:18])[C:3]=1[C:19]1[C:24]([CH3:25])=[CH:23][C:22]([CH3:26])=[CH:21][C:20]=1[CH3:27].Br[Si](C)(C)C.O, predict the reaction product. (4) Given the reactants Br[C:2]1[CH:6]=[C:5]([CH2:7][C:8]2[CH:13]=[CH:12][C:11]([CH2:14][CH3:15])=[CH:10][CH:9]=2)[S:4][C:3]=1[CH2:16][CH2:17][O:18][C:19]([C:32]1[CH:37]=[CH:36][CH:35]=[CH:34][CH:33]=1)([C:26]1[CH:31]=[CH:30][CH:29]=[CH:28][CH:27]=1)[C:20]1[CH:25]=[CH:24][CH:23]=[CH:22][CH:21]=1.C([Li])CCC.[CH2:43]([O:50][CH:51]1[CH:56]([O:57][CH2:58][C:59]2[CH:64]=[CH:63][CH:62]=[CH:61][CH:60]=2)[CH:55]([O:65][CH2:66][C:67]2[CH:72]=[CH:71][CH:70]=[CH:69][CH:68]=2)[CH:54]([CH2:73][O:74][CH2:75][C:76]2[CH:81]=[CH:80][CH:79]=[CH:78][CH:77]=2)[O:53][C:52]1=[O:82])[C:44]1[CH:49]=[CH:48][CH:47]=[CH:46][CH:45]=1.[Cl-].[NH4+], predict the reaction product. The product is: [CH2:43]([O:50][CH:51]1[CH:56]([O:57][CH2:58][C:59]2[CH:64]=[CH:63][CH:62]=[CH:61][CH:60]=2)[CH:55]([O:65][CH2:66][C:67]2[CH:68]=[CH:69][CH:70]=[CH:71][CH:72]=2)[CH:54]([CH2:73][O:74][CH2:75][C:76]2[CH:77]=[CH:78][CH:79]=[CH:80][CH:81]=2)[O:53][C:52]1([C:2]1[CH:6]=[C:5]([CH2:7][C:8]2[CH:13]=[CH:12][C:11]([CH2:14][CH3:15])=[CH:10][CH:9]=2)[S:4][C:3]=1[CH2:16][CH2:17][O:18][C:19]([C:32]1[CH:37]=[CH:36][CH:35]=[CH:34][CH:33]=1)([C:26]1[CH:31]=[CH:30][CH:29]=[CH:28][CH:27]=1)[C:20]1[CH:25]=[CH:24][CH:23]=[CH:22][CH:21]=1)[OH:82])[C:44]1[CH:49]=[CH:48][CH:47]=[CH:46][CH:45]=1. (5) Given the reactants [OH:1][C:2]1[N:6]([C:7]2[CH:12]=[C:11]([C:13]([O:15][CH3:16])=[O:14])[CH:10]=[CH:9][N:8]=2)[N:5]=[CH:4][CH:3]=1.[C:17]([C:19]1[CH:20]=[C:21]([CH2:25]O)[CH:22]=[CH:23][CH:24]=1)#[N:18], predict the reaction product. The product is: [C:17]([C:19]1[CH:20]=[C:21]([CH2:25][O:1][C:2]2[N:6]([C:7]3[CH:12]=[C:11]([C:13]([O:15][CH3:16])=[O:14])[CH:10]=[CH:9][N:8]=3)[N:5]=[CH:4][CH:3]=2)[CH:22]=[CH:23][CH:24]=1)#[N:18].